This data is from Catalyst prediction with 721,799 reactions and 888 catalyst types from USPTO. The task is: Predict which catalyst facilitates the given reaction. (1) Reactant: [F:1][C:2]1[CH:3]=[C:4]([CH:35]=[CH:36][C:37]=1[F:38])[O:5][C:6]1[CH:30]=[CH:29][C:9]([CH2:10][O:11][C:12]2[CH:13]=[C:14]3[N:21](C(OC(C)(C)C)=O)[CH2:20][CH2:19][N:15]3[C:16](=[O:18])[N:17]=2)=[CH:8][C:7]=1[C:31]([F:34])([F:33])[F:32]. The catalyst class is: 3. Product: [F:1][C:2]1[CH:3]=[C:4]([CH:35]=[CH:36][C:37]=1[F:38])[O:5][C:6]1[CH:30]=[CH:29][C:9]([CH2:10][O:11][C:12]2[CH:13]=[C:14]3[NH:21][CH2:20][CH2:19][N:15]3[C:16](=[O:18])[N:17]=2)=[CH:8][C:7]=1[C:31]([F:33])([F:34])[F:32]. (2) Reactant: [NH2:1][CH2:2][C:3]#[C:4][C:5]1[CH:26]=[CH:25][C:8]([NH:9][C:10]2[C:22]([F:23])=[C:21]([F:24])[CH:20]=[CH:19][C:11]=2[C:12]([NH:14][O:15][CH2:16][CH2:17][OH:18])=[O:13])=[C:7]([F:27])[CH:6]=1. Product: [NH2:1][CH2:2][CH2:3][CH2:4][C:5]1[CH:26]=[CH:25][C:8]([NH:9][C:10]2[C:22]([F:23])=[C:21]([F:24])[CH:20]=[CH:19][C:11]=2[C:12]([NH:14][O:15][CH2:16][CH2:17][OH:18])=[O:13])=[C:7]([F:27])[CH:6]=1. The catalyst class is: 50. (3) Reactant: [Cl:1][C:2]1[C:3]([C:12]([OH:14])=O)=[N:4][CH:5]=[C:6]([O:8][CH:9]([F:11])[F:10])[CH:7]=1.C(Cl)(=O)C([Cl:18])=O.CN(C)C=O. Product: [Cl:1][C:2]1[C:3]([C:12]([Cl:18])=[O:14])=[N:4][CH:5]=[C:6]([O:8][CH:9]([F:11])[F:10])[CH:7]=1. The catalyst class is: 4. (4) Reactant: C([O:9][CH2:10][CH2:11][N:12]1[C:20]2[C:19](Cl)=[N:18][CH:17]=[N:16][C:15]=2[CH:14]=[CH:13]1)(=O)C1C=CC=CC=1.[NH2:22][C:23]1[CH:43]=[CH:42][C:26]([O:27][C:28]2[CH:29]=[C:30]([CH:39]=[CH:40][CH:41]=2)[C:31]([NH:33][CH2:34][C:35]([OH:38])([CH3:37])[CH3:36])=[O:32])=[C:25]([Cl:44])[CH:24]=1.Cl.N1C=CC=CC=1.[OH-].[Na+].[Cl-].[NH4+]. Product: [Cl:44][C:25]1[CH:24]=[C:23]([NH:22][C:19]2[C:20]3[N:12]([CH2:11][CH2:10][OH:9])[CH:13]=[CH:14][C:15]=3[N:16]=[CH:17][N:18]=2)[CH:43]=[CH:42][C:26]=1[O:27][C:28]1[CH:29]=[C:30]([CH:39]=[CH:40][CH:41]=1)[C:31]([NH:33][CH2:34][C:35]([OH:38])([CH3:37])[CH3:36])=[O:32]. The catalyst class is: 32.